This data is from Catalyst prediction with 721,799 reactions and 888 catalyst types from USPTO. The task is: Predict which catalyst facilitates the given reaction. (1) Reactant: [CH3:1][O:2][C:3](=[O:9])[CH2:4][S:5](Cl)(=[O:7])=[O:6].[NH:10]1[CH2:15][CH2:14][O:13][CH2:12][CH2:11]1. Product: [CH3:1][O:2][C:3](=[O:9])[CH2:4][S:5]([N:10]1[CH2:15][CH2:14][O:13][CH2:12][CH2:11]1)(=[O:7])=[O:6]. The catalyst class is: 4. (2) Reactant: [C:1]([O:5][C:6](=[O:22])[CH2:7][O:8][C:9]1[C:18]2[CH2:17][CH2:16][CH2:15][CH:14]([NH2:19])[C:13]=2[CH:12]=[C:11]([Cl:20])[C:10]=1[F:21])([CH3:4])([CH3:3])[CH3:2].[F:23][C:24]([F:40])([F:39])[C:25]1[CH:26]=[C:27]([S:35](Cl)(=[O:37])=[O:36])[CH:28]=[C:29]([C:31]([F:34])([F:33])[F:32])[CH:30]=1.C(N(C(C)C)CC)(C)C. Product: [C:1]([O:5][C:6](=[O:22])[CH2:7][O:8][C:9]1[C:18]2[CH2:17][CH2:16][CH2:15][CH:14]([NH:19][S:35]([C:27]3[CH:28]=[C:29]([C:31]([F:32])([F:33])[F:34])[CH:30]=[C:25]([C:24]([F:23])([F:39])[F:40])[CH:26]=3)(=[O:37])=[O:36])[C:13]=2[CH:12]=[C:11]([Cl:20])[C:10]=1[F:21])([CH3:4])([CH3:2])[CH3:3]. The catalyst class is: 7. (3) Reactant: [CH3:1][S:2]([N:5]1[CH2:10][CH2:9][NH:8][CH2:7][CH2:6]1)(=[O:4])=[O:3].[CH2:11]([S:13]([C:16]1[CH:21]=[CH:20][C:19]([NH:22][C:23](=[O:31])[C:24]([OH:30])([CH3:29])[C:25]([F:28])([F:27])[F:26])=[C:18]([Cl:32])[C:17]=1F)(=[O:15])=[O:14])[CH3:12]. Product: [Cl:32][C:18]1[C:17]([N:8]2[CH2:9][CH2:10][N:5]([S:2]([CH3:1])(=[O:4])=[O:3])[CH2:6][CH2:7]2)=[C:16]([S:13]([CH2:11][CH3:12])(=[O:15])=[O:14])[CH:21]=[CH:20][C:19]=1[NH:22][C:23](=[O:31])[C@:24]([OH:30])([CH3:29])[C:25]([F:28])([F:27])[F:26]. The catalyst class is: 775. (4) Reactant: F[C:2]1[N:11]=[CH:10][CH:9]=[C:8]([C:12]2[CH:17]=[CH:16][CH:15]=[CH:14][CH:13]=2)[C:3]=1[C:4]([O:6][CH3:7])=[O:5].[CH2:18]([O:25][NH2:26])[C:19]1[CH:24]=[CH:23][CH:22]=[CH:21][CH:20]=1. Product: [CH2:18]([O:25][NH:26][C:2]1[N:11]=[CH:10][CH:9]=[C:8]([C:12]2[CH:17]=[CH:16][CH:15]=[CH:14][CH:13]=2)[C:3]=1[C:4]([O:6][CH3:7])=[O:5])[C:19]1[CH:24]=[CH:23][CH:22]=[CH:21][CH:20]=1. The catalyst class is: 58.